Dataset: Human Reference Interactome with 51,813 positive PPI pairs across 8,248 proteins, plus equal number of experimentally-validated negative pairs. Task: Binary Classification. Given two protein amino acid sequences, predict whether they physically interact or not. (1) Protein 1 (ENSG00000182149) has sequence MLGSGFKAERLRVNLRLVINRLKLLEKKKTELAQKARKEIADYLAAGKDERARIRVEHIIREDYLVEAMEILELYCDLLLARFGLIQSMKELDSGLAESVSTLIWAAPRLQSEVAELKIVADQLCAKYSKEYGKLCRTNQIGTVNDRLMHKLSVEAPPKILVERYLIEIAKNYNVPYEPDSVVMAEAPPGVETDLIDVGFTDDVKKGGPGRGGSGGFTAPVGGPDGTVPMPMPMPMPMPSANTPFSYPLPKGPSDFNGLPMGTYQAFPNIHPPQIPATPPSYESMTLMLIRISLLHRLLV.... Protein 2 (ENSG00000214324) has sequence MGTGASEKQAEQKVRRAFEASEEAHGTLAASTPWVAMGSAYGSCTCLGAQPVTDLALWPVIYSCMGFSPQAYPAFWAYPWVLYGGYLWMGYPPPAALVPSVWLYWRGASSFDPLIGSPYLAALAPNLFPFPMKFPPTYSLASPTLGGATSSHCPQVGCWTPASSAPRAAVEGPSRGAPYLKTCKAPPSEWASRFGIWAPLPCCSSELRPLPPSPIEDSQLDPGCSRSSSRSPCRARRRLFEC*. Result: 0 (the proteins do not interact). (2) Protein 2 (ENSG00000079689) has sequence MDSSREPTLGRLDAAGFWQVWQRFDADGHGHESKFAQGETAVYDYPRCL*MDSSREPTLGRLDAAGFWQVWQRFDADEKGYIEEKELDAFFLHMLMKLGTDDTVMKANLHKVKQQFMTTQDASKDGRIRMKELAGMFLSEDENFLLLFRRENPLDSSVEFMQIWRKYDADSSGFISAAELRNFLRDLFLHHKKAISEAKLEEYTGTMMKIFDRNKDGRLDLNDLARILALQENFLLQFKMDACSTEERKRDFEKIFAYYDVSKTGALEGPEVDGFVKDMMELVQPSISGVDLDKFREILL.... Result: 0 (the proteins do not interact). Protein 1 (ENSG00000110079) has sequence MHQTYSRHCRPEESTFSAAMTTMQGMEQAMPGAGPGVPQLGNMAVIHSHLWKGLQEKFLKGEPKVLGVVQILTALMSLSMGITMMCMASNTYGSNPISVYIGYTIWGSVMFIISGSLSIAAGIRTTKGLVRGSLGMNITSSVLAASGILINTFSLAFYSFHHPYCNYYGNSNNCHGTMSILMGLDGMVLLLSVLEFCIAVSLSAFGCKVLCCTPGGVVLILPSHSHMAETASPTPLNEV*MHQTYSRHCRPEERWSQEGWNIPANGFNICRCLNIGMKLRLWNNLNKSNILGALKIKRRE.... (3) Protein 1 (ENSG00000012171) has sequence MNDVRRAFLGPFAHKEGPMHQWVSYQGRVPYPRPGMCPSKTFGTFSSTKDFPDDVIQFARNHPLMYNSVLPTGGRPLFLQVGANYTFTQIAADRVAAADGHYDVLFIGTDVGTVLKVISVPKGSRPSAEGLLLEELHVFEDSAAVTSMQISSKRHQLYVASRSAVAQIALHRCAAHGRVCTECCLARDPYCAWDGVACTRFQPSAKRRFRRQDVRNGDPSTLCSGDSSRPALLEHKVFGVEGSSAFLECEPRSLQARVEWTFQRAGVTAHTQVLAEERTERTARGLLLRRLRRRDSGVYL.... Protein 2 (ENSG00000175467) has sequence MGSSKKHRGEKEAAGTTAAAGTGGATEQPPRHREHKKHKHRSGGSGGSGGERRKRSRERGGERGSGRRGAEAEARSSTHGRERSQAEPSERRVKREKRDDGYEAAASSKTSSGDASSLSIEETNKLRAKLGLKPLEVNAIKKEAGTKEEPVTADVINPMALRQREELREKLAAAKEKRLLNQKLGKIKTLGEDDPWLDDTAAWIERSRQLQKEKDLAEKRAKLLEEMDQEFGVSTLVEEEFGQRRQDLYSARDLQGLTVEHAIDSFREGETMILTLKDKGVLQEEEDVLVNVNLVDKERA.... Result: 0 (the proteins do not interact). (4) Protein 1 (ENSG00000254709) has sequence MRPKTGQVGCETPEELGPGPRQRWPLLLLGLAMVAHGLLRPMVAPQSGDPDPGASVGSSRSSLRSLWGRLLLQPSPQRADPRCWPRGFWSEPQSLCYVFGTGTKVTVLGQPKANPTVTLFPPSSEELQANKATLVCLISDFYPGAVTVAWKADGSPVKAGVETTKPSKQSNNKYAASSYLSLTPEQWKSHRSYSCQVTHEGSTVEKTVAPTECS*MRPKTGQVGCETPEELGPGPRQRWPLLLLGLAMVAHGLLRPMVAPQSGDPDPGASVGSSRSSLRSLWGRSAQGQPHCHSVPALL*.... Protein 2 (ENSG00000158792) has sequence MGSSSLSEDYRQCLERELRRGRAGVCGDPSLRAVLWQILVEDFDLHGALQDDALALLTDGLWGRADLAPALRGLARAFELLELAAVHLYLLPWRKEFTTIKTFSGGYVHVLKGVLSDDLLLKSFQKMGYVRRDSHRLMVTALPPACQLVQVALGCFALRLECEILGEVLAQLGTSVLPAEELLQARRASGDVASCVAWLQQRLAQDEEPPPLPPRGSPAAYRAPLDLYRDLQEDEGSEDASLYGEPSPGPDSPPAELAYRPPLWEQSAKLWGTGGRAWEPPAEELPQASSPPYGALEEGL.... Result: 0 (the proteins do not interact). (5) Protein 1 (ENSG00000111335) has sequence MGNGESQLSSVPAQKLGWFIQEYLKPYEECQTLIDEMVNTICDVLQEPEQFPLVQGVAIGGSYGRKTVLRGNSDGTLVLFFSDLKQFQDQKRSQRDILDKTGDKLKFCLFTKWLKNNFEIQKSLDGFTIQVFTKNQRISFEVLAAFNALSLNDNPSPWIYRELKRSLDKTNASPGEFAVCFTELQQKFFDNRPGKLKDLILLIKHWHQQCQKKIKDLPSLSPYALELLTVYAWEQGCRKDNFDIAEGVRTVLELIKCQEKLCIYWMVNYNFEDETIRNILLHQLQSARPVILDPVDPTNN.... Protein 2 (ENSG00000012779) has sequence MPSYTVTVATGSQWFAGTDDYIYLSLVGSAGCSEKHLLDKPFYNDFERGAVDSYDVTVDEELGEIQLVRIEKRKYWLNDDWYLKYITLKTPHGDYIEFPCYRWITGDVEVVLRDGRAKLARDDQIHILKQHRRKELETRQKQYRWMEWNPGFPLSIDAKCHKDLPRDIQFDSEKGVDFVLNYSKAMENLFINRFMHMFQSSWNDFADFEKIFVKISNTISERVMNHWQEDLMFGYQFLNGCNPVLIRRCTELPEKLPVTTEMVECSLERQLSLEQEVQQGNIFIVDFELLDGIDANKTDP.... Result: 0 (the proteins do not interact). (6) Protein 1 (ENSG00000099139) has sequence MGWGSRCCCPGRLDLLCVLALLGGCLLPVCRTRVYTNHWAVKIAGGFPEANRIASKYGFINIGQIGALKDYYHFYHSRTIKRSVISSRGTHSFISMEPKVEWIQQQVVKKRTKRDYDFSRAQSTYFNDPKWPSMWYMHCSDNTHPCQSDMNIEGAWKRGYTGKNIVVTILDDGIERTHPDLMQNYDALASCDVNGNDLDPMPRYDASNENKHGTRCAGEVAAAANNSHCTVGIAFNAKIGGVRMLDGDVTDMVEAKSVSFNPQHVHIYSASWGPDDDGKTVDGPAPLTRQAFENGVRMGR.... Protein 2 (ENSG00000174738) has sequence MEVNAGGVIAYISSSSSASSPASCHSEGSENSFQSSSSSVPSSPNSSNSDTNGNPKNGDLANIEGILKNDRIDCSMKTSKSSAPGMTKSHSGVTKFSGMVLLCKVCGDVASGFHYGVHACEGCKGFFRRSIQQNIQYKKCLKNENCSIMRMNRNRCQQCRFKKCLSVGMSRDAVRFGRIPKREKQRMLIEMQSAMKTMMNSQFSGHLQNDTLVEHHEQTALPAQEQLRPKPQLEQENIKSSSPPSSDFAKEEVIGMVTRAHKDTFMYNQEQQENSAESMQPQRGERIPKNMEQYNLNHDH.... Result: 1 (the proteins interact).